This data is from Full USPTO retrosynthesis dataset with 1.9M reactions from patents (1976-2016). The task is: Predict the reactants needed to synthesize the given product. Given the product [NH2:1][C:2]1[CH:11]=[C:10]([C:13]2[N:17]([CH3:18])[N:16]=[N:15][C:14]=2[CH3:19])[C:9]([Cl:20])=[C:8]2[C:3]=1[CH2:4][CH2:5][NH:6][C:7]2=[O:21], predict the reactants needed to synthesize it. The reactants are: [NH2:1][C:2]1[C:11](I)=[C:10]([C:13]2[N:17]([CH3:18])[N:16]=[N:15][C:14]=2[CH3:19])[C:9]([Cl:20])=[C:8]2[C:3]=1[CH2:4][CH2:5][NH:6][C:7]2=[O:21].